Dataset: Forward reaction prediction with 1.9M reactions from USPTO patents (1976-2016). Task: Predict the product of the given reaction. (1) The product is: [NH2:12][C:10]1[N:11]=[C:6]([C:2]2[O:1][CH:5]=[CH:4][CH:3]=2)[C:7]2[N:15]=[N:14][N:13]([CH2:16][C:17]3[CH:22]=[CH:21][C:20]([NH:23][S:41](=[O:42])(=[O:36])[OH:43])=[C:19]([CH3:26])[CH:18]=3)[C:8]=2[N:9]=1. Given the reactants [O:1]1[CH:5]=[CH:4][CH:3]=[C:2]1[C:6]1[C:7]2[N:15]=[N:14][N:13]([CH2:16][C:17]3[CH:22]=[CH:21][C:20]([N+:23]([O-])=O)=[C:19]([CH3:26])[CH:18]=3)[C:8]=2[N:9]=[C:10]([NH2:12])[N:11]=1.C(=O)([O-])[O-].[Li+].[Li+].C1C[O:36]CC1.S([S:41]([O-:43])=[O:42])([O-])=O.[Na+].[Na+], predict the reaction product. (2) Given the reactants C([O:8][C:9](=O)[NH:10][CH2:11][CH:12]1[CH2:17][CH2:16][CH2:15][CH:14]([N:18]2[C:27]3[C:22](=[N:23][CH:24]=[CH:25][CH:26]=3)[C:21]3=[N:28][O:29][C:30]([CH3:31])=[C:20]3[C:19]2=[O:32])[CH2:13]1)C1C=CC=CC=1.I[Si](C)(C)C.C(O)(=O)[C:40]1[CH:45]=[CH:44][CH:43]=[CH:42][CH:41]=1.Cl.CN(C)CCCN=C=NCC.ON1C2N=CC=CC=2N=N1.C(N(CC)C(C)C)(C)C, predict the reaction product. The product is: [CH3:31][C:30]1[O:29][N:28]=[C:21]2[C:22]3[C:27](=[CH:26][CH:25]=[CH:24][N:23]=3)[N:18]([CH:14]3[CH2:15][CH2:16][CH2:17][CH:12]([CH2:11][NH:10][C:9](=[O:8])[C:40]4[CH:45]=[CH:44][CH:43]=[CH:42][CH:41]=4)[CH2:13]3)[C:19](=[O:32])[C:20]=12. (3) Given the reactants [Cl:1][C:2]1[CH:3]=[N:4][C:5]2[N:6]([N:8]=[C:9]([C:11]([OH:13])=O)[CH:10]=2)[CH:7]=1.[N+:14]([C:17]1[CH:22]=[CH:21][C:20]([C:23]2[CH2:24][CH2:25][NH:26][CH2:27][CH:28]=2)=[CH:19][CH:18]=1)([O-:16])=[O:15], predict the reaction product. The product is: [Cl:1][C:2]1[CH:3]=[N:4][C:5]2[N:6]([N:8]=[C:9]([C:11]([N:26]3[CH2:25][CH:24]=[C:23]([C:20]4[CH:21]=[CH:22][C:17]([N+:14]([O-:16])=[O:15])=[CH:18][CH:19]=4)[CH2:28][CH2:27]3)=[O:13])[CH:10]=2)[CH:7]=1. (4) Given the reactants [Cl:1][C:2]1[CH:7]=[CH:6][N:5]=[C:4]([CH2:8][NH:9][C:10]2[O:11][C:12]3[C:18]([O:19][CH3:20])=[CH:17][C:16]([C:21]([OH:23])=O)=[CH:15][C:13]=3[N:14]=2)[CH:3]=1.[CH3:24][C:25]1([CH2:31][CH:32]([OH:34])[CH3:33])[O:30][CH2:29][CH2:28][NH:27][CH2:26]1.C(N(CC)C(C)C)(C)C.CN(C(ON1N=NC2C=CC=NC1=2)=[N+](C)C)C.F[P-](F)(F)(F)(F)F, predict the reaction product. The product is: [Cl:1][C:2]1[CH:7]=[CH:6][N:5]=[C:4]([CH2:8][NH:9][C:10]2[O:11][C:12]3[C:18]([O:19][CH3:20])=[CH:17][C:16]([C:21]([N:27]4[CH2:28][CH2:29][O:30][C:25]([CH2:31][CH:32]([OH:34])[CH3:33])([CH3:24])[CH2:26]4)=[O:23])=[CH:15][C:13]=3[N:14]=2)[CH:3]=1. (5) The product is: [Br:20][C:21]1[C:27]([Cl:28])=[CH:26][C:24]([NH:25][C:2]2[N:6]([CH2:7][C:8]3[CH:13]=[CH:12][C:11]([O:14][CH3:15])=[CH:10][CH:9]=3)[N:5]=[C:4]([S:16]([CH3:19])(=[O:18])=[O:17])[N:3]=2)=[CH:23][C:22]=1[Cl:29]. Given the reactants Cl[C:2]1[N:6]([CH2:7][C:8]2[CH:13]=[CH:12][C:11]([O:14][CH3:15])=[CH:10][CH:9]=2)[N:5]=[C:4]([S:16]([CH3:19])(=[O:18])=[O:17])[N:3]=1.[Br:20][C:21]1[C:27]([Cl:28])=[CH:26][C:24]([NH2:25])=[CH:23][C:22]=1[Cl:29].CC([O-])(C)C.[Na+], predict the reaction product. (6) Given the reactants N1CCCCC1.[CH3:7][O:8][C:9]1[CH:10]=[C:11]([CH:14]=[CH:15][C:16]=1[O:17][CH2:18][C:19]1[CH:20]=[N:21][CH:22]=[CH:23][CH:24]=1)[CH:12]=O.C([CH2:28][C:29]([NH:31][C:32]1[CH:40]=[CH:39][CH:38]=[CH:37][C:33]=1[C:34]([OH:36])=[O:35])=[O:30])(O)=O.CC(O)=O, predict the reaction product. The product is: [CH3:7][O:8][C:9]1[CH:10]=[C:11](/[CH:12]=[CH:28]/[C:29]([NH:31][C:32]2[CH:40]=[CH:39][CH:38]=[CH:37][C:33]=2[C:34]([OH:36])=[O:35])=[O:30])[CH:14]=[CH:15][C:16]=1[O:17][CH2:18][C:19]1[CH:20]=[N:21][CH:22]=[CH:23][CH:24]=1. (7) Given the reactants [N+:1]([C:4]1[CH:9]=[CH:8][C:7]([N:10]2[CH2:15][CH2:14][NH:13][CH2:12][CH2:11]2)=[CH:6][CH:5]=1)([O-:3])=[O:2].Cl[C:17]1[N:22]=[C:21]([CH3:23])[CH:20]=[C:19]([CH3:24])[N:18]=1, predict the reaction product. The product is: [CH3:24][C:19]1[CH:20]=[C:21]([CH3:23])[N:22]=[C:17]([N:13]2[CH2:14][CH2:15][N:10]([C:7]3[CH:6]=[CH:5][C:4]([N+:1]([O-:3])=[O:2])=[CH:9][CH:8]=3)[CH2:11][CH2:12]2)[N:18]=1.